This data is from Full USPTO retrosynthesis dataset with 1.9M reactions from patents (1976-2016). The task is: Predict the reactants needed to synthesize the given product. Given the product [C:28]([NH:27][C:23]1[CH:22]=[C:21]([N:15]([CH2:16][CH2:17][CH:18]([CH3:20])[CH3:19])[C:13](=[O:14])[NH:12][C:10]2[S:11][C:7]([S:6][CH2:5][C:4]([OH:31])=[O:3])=[CH:8][N:9]=2)[CH:26]=[CH:25][CH:24]=1)(=[O:30])[CH3:29], predict the reactants needed to synthesize it. The reactants are: C([O:3][C:4](=[O:31])[CH2:5][S:6][C:7]1[S:11][C:10]([NH:12][C:13]([N:15]([C:21]2[CH:26]=[CH:25][CH:24]=[C:23]([NH:27][C:28](=[O:30])[CH3:29])[CH:22]=2)[CH2:16][CH2:17][CH:18]([CH3:20])[CH3:19])=[O:14])=[N:9][CH:8]=1)C.C1(CN(C2C=CC(F)=C(F)C=2)C(=O)NC2SC=C(CC(O)=O)N=2)CCCC1.NC1C=C(NC(=O)C)C=CC=1.CC(C)CC=O.C(OC(=O)CSC1SC(N)=NC=1)C.